This data is from Forward reaction prediction with 1.9M reactions from USPTO patents (1976-2016). The task is: Predict the product of the given reaction. (1) Given the reactants [Li].[C:2]([C:4]1[C:9]([CH2:10][C:11]([OH:13])=[O:12])=[C:8]([F:14])[C:7]([NH:15][CH2:16][C:17]([F:25])([F:24])[C:18]2[CH:23]=[CH:22][CH:21]=[CH:20][N:19]=2)=[CH:6][CH:5]=1)#[N:3].[F:26][C:27]1[C:32](O)=[C:31]([F:34])[C:30]([F:35])=[C:29]([F:36])[C:28]=1[F:37].Cl.N1C=CC=CC=1.CN(C1C=CC=CN=1)C.C(N=C=NC(C)C)(C)C, predict the reaction product. The product is: [F:26][C:27]1[C:32]([O:12][C:11](=[O:13])[CH2:10][C:9]2[C:4]([C:2]#[N:3])=[CH:5][CH:6]=[C:7]([NH:15][CH2:16][C:17]([F:25])([F:24])[C:18]3[CH:23]=[CH:22][CH:21]=[CH:20][N:19]=3)[C:8]=2[F:14])=[C:31]([F:34])[C:30]([F:35])=[C:29]([F:36])[C:28]=1[F:37]. (2) Given the reactants [CH3:1][O:2][C:3]1[CH:8]=[CH:7][C:6](B(O)O)=[CH:5][C:4]=1[CH3:12].Br[C:14]1[CH:15]=[C:16]([CH:18]=[CH:19][CH:20]=1)[NH2:17].C([O-])([O-])=O.[Na+].[Na+], predict the reaction product. The product is: [CH3:1][O:2][C:3]1[CH:8]=[CH:7][C:6]([C:14]2[CH:20]=[CH:19][CH:18]=[C:16]([NH2:17])[CH:15]=2)=[CH:5][C:4]=1[CH3:12]. (3) Given the reactants [F:1][C:2]([F:16])([F:15])[C:3]1[CH:14]=[CH:13][C:6]2[CH:7]=[C:8]([C:10]([OH:12])=O)[O:9][C:5]=2[CH:4]=1.[NH:17]1[CH2:21][CH2:20][CH2:19][C@H:18]1[CH2:22][N:23]1[CH2:28][CH2:27][CH2:26][CH2:25][CH2:24]1, predict the reaction product. The product is: [N:23]1([CH2:22][C@@H:18]2[CH2:19][CH2:20][CH2:21][N:17]2[C:10]([C:8]2[O:9][C:5]3[CH:4]=[C:3]([C:2]([F:1])([F:16])[F:15])[CH:14]=[CH:13][C:6]=3[CH:7]=2)=[O:12])[CH2:28][CH2:27][CH2:26][CH2:25][CH2:24]1. (4) Given the reactants [CH3:1][C:2]1[CH:3]=[C:4]([CH:7]=[CH:8][CH:9]=1)[CH:5]=O.ClC1C=[C:13](C=CC=1)[CH:14]=[O:15].[CH3:19][Si:20]([CH3:27])([CH3:26])N[Si:20]([CH3:27])([CH3:26])[CH3:19].C([Li])CCC.C[Si](Cl)(C)C.C([N:40](CC)CC)C.C(Cl)(=O)C, predict the reaction product. The product is: [CH3:1][C:2]1[CH:3]=[C:4]([CH:5]=[N:40][C:14]([O:13][Si:20]([CH3:27])([CH3:26])[CH3:19])=[CH2:15])[CH:7]=[CH:8][CH:9]=1. (5) Given the reactants [CH3:1][N:2]([CH3:34])[CH2:3][CH2:4][C:5]1[C:13]2[C:8](=[CH:9][CH:10]=[C:11]([CH2:14][C@H:15]3[CH2:19][O:18]C(=O)[NH:16]3)[CH:12]=2)[N:7]([C:21]2[CH:26]=[CH:25][C:24]([O:27][C:28]3[CH:33]=[CH:32][CH:31]=[CH:30][CH:29]=3)=[CH:23][CH:22]=2)[CH:6]=1.[OH-].[Na+], predict the reaction product. The product is: [NH2:16][C@@H:15]([CH2:14][C:11]1[CH:12]=[C:13]2[C:8](=[CH:9][CH:10]=1)[N:7]([C:21]1[CH:26]=[CH:25][C:24]([O:27][C:28]3[CH:29]=[CH:30][CH:31]=[CH:32][CH:33]=3)=[CH:23][CH:22]=1)[CH:6]=[C:5]2[CH2:4][CH2:3][N:2]([CH3:34])[CH3:1])[CH2:19][OH:18].